This data is from Reaction yield outcomes from USPTO patents with 853,638 reactions. The task is: Predict the reaction yield, written as a fraction of the theoretical maximum amount of product (1.0 means a 100% yield; for example, 0.34 means a 34% yield). (1) The reactants are [F:1][C:2]1[C:7]([C:8]#[N:9])=[C:6]([F:10])[C:5]([C:11]#[N:12])=[C:4](F)[C:3]=1[F:14].[Br-:15].[Na+]. The catalyst is O. The product is [Br:15][C:4]1[C:3]([F:14])=[C:2]([F:1])[C:7]([C:8]#[N:9])=[C:6]([F:10])[C:5]=1[C:11]#[N:12]. The yield is 0.550. (2) The reactants are [Br:1][C:2]1[CH:7]=[CH:6][C:5]([CH2:8][CH2:9][C:10]([S:15]([CH3:18])(=[O:17])=[O:16])([CH3:14])[C:11]([OH:13])=O)=[C:4]([F:19])[CH:3]=1.[O:20]1[CH2:25][CH2:24][CH2:23][CH2:22][CH:21]1[O:26][NH2:27].O.ON1C2C=CC=CC=2N=N1.C(N(CC)CC)C.Cl.CN(C)CCCN=C=NCC. The catalyst is ClCCl.O. The product is [Br:1][C:2]1[CH:7]=[CH:6][C:5]([CH2:8][CH2:9][C:10]([CH3:14])([S:15]([CH3:18])(=[O:17])=[O:16])[C:11]([NH:27][O:26][CH:21]2[CH2:22][CH2:23][CH2:24][CH2:25][O:20]2)=[O:13])=[C:4]([F:19])[CH:3]=1. The yield is 0.799.